The task is: Predict the reactants needed to synthesize the given product.. This data is from Full USPTO retrosynthesis dataset with 1.9M reactions from patents (1976-2016). (1) Given the product [F:12][C:13]1[CH:14]=[C:15]([C:2]2[C:10]([CH3:11])=[C:5]3[CH:6]=[CH:7][CH:8]=[CH:9][N:4]3[N:3]=2)[CH:16]=[N:17][CH:18]=1, predict the reactants needed to synthesize it. The reactants are: Cl[C:2]1[C:10]([CH3:11])=[C:5]2[CH:6]=[CH:7][CH:8]=[CH:9][N:4]2[N:3]=1.[F:12][C:13]1[CH:14]=[C:15](B(O)O)[CH:16]=[N:17][CH:18]=1.[O-]P([O-])([O-])=O.[K+].[K+].[K+].C1(P(C2CCCCC2)C2C=CC=CC=2C2C(OC)=CC=CC=2OC)CCCCC1. (2) Given the product [Cl:1][C:2]1[C:3]([F:29])=[C:4]([NH:8][C:9]2[C:18]3[C:13](=[CH:14][C:15]([O:19][C@@H:20]4[CH2:24][N:23]([CH3:38])[C@H:22]([C:25]([O:27][CH3:28])=[O:26])[CH2:21]4)=[CH:16][CH:17]=3)[N:12]=[CH:11][N:10]=2)[CH:5]=[CH:6][CH:7]=1, predict the reactants needed to synthesize it. The reactants are: [Cl:1][C:2]1[C:3]([F:29])=[C:4]([NH:8][C:9]2[C:18]3[C:13](=[CH:14][C:15]([O:19][C@@H:20]4[CH2:24][NH:23][C@H:22]([C:25]([O:27][CH3:28])=[O:26])[CH2:21]4)=[CH:16][CH:17]=3)[N:12]=[CH:11][N:10]=2)[CH:5]=[CH:6][CH:7]=1.S([O-])([O-])(=O)=O.[Mg+2].C=O.[C:38]([BH3-])#N.[Na+]. (3) Given the product [NH2:6][C:7]1[CH:8]=[CH:9][C:10]2[N:11]([C:13]([CH2:20][N:21]3[CH2:25][CH:24]([CH2:26][CH2:27][CH3:28])[CH2:23][C:22]3=[O:29])=[C:14]([C:16]([F:18])([F:17])[F:19])[N:15]=2)[N:12]=1, predict the reactants needed to synthesize it. The reactants are: COC1C=C(OC)C=CC=1C[NH:6][C:7]1[CH:8]=[CH:9][C:10]2[N:11]([C:13]([CH2:20][N:21]3[CH2:25][CH:24]([CH2:26][CH2:27][CH3:28])[CH2:23][C:22]3=[O:29])=[C:14]([C:16]([F:19])([F:18])[F:17])[N:15]=2)[N:12]=1.